This data is from Reaction yield outcomes from USPTO patents with 853,638 reactions. The task is: Predict the reaction yield, written as a fraction of the theoretical maximum amount of product (1.0 means a 100% yield; for example, 0.34 means a 34% yield). (1) The reactants are [NH2:1][C:2]1[C:11]([F:12])=[C:10]([NH:13][CH2:14][CH2:15][NH:16][C:17]2[CH:22]=[CH:21][C:20]([C:23]([O:25]CC)=[O:24])=[CH:19][N:18]=2)[C:9]([O:28][CH3:29])=[C:8]2[C:3]=1[C:4](=[O:36])[C:5]([C:33]([OH:35])=[O:34])=[CH:6][N:7]2[CH:30]1[CH2:32][CH2:31]1.[Na+].[Cl-]. The catalyst is CO.[OH-].[Na+].O.[NH4+].[Cl-]. The product is [NH2:1][C:2]1[C:11]([F:12])=[C:10]([NH:13][CH2:14][CH2:15][NH:16][C:17]2[CH:22]=[CH:21][C:20]([C:23]([OH:25])=[O:24])=[CH:19][N:18]=2)[C:9]([O:28][CH3:29])=[C:8]2[C:3]=1[C:4](=[O:36])[C:5]([C:33]([OH:35])=[O:34])=[CH:6][N:7]2[CH:30]1[CH2:31][CH2:32]1. The yield is 0.240. (2) The reactants are [OH-].[Na+].[Br:3][C:4]1[C:12]2[C:7](=[N:8][CH:9]=[C:10]([C:13]3[CH:14]=[C:15]([CH:20]=[CH:21][C:22]=3[CH3:23])[C:16]([O:18]C)=[O:17])[CH:11]=2)[O:6][C:5]=1[C:24]1[CH:29]=[CH:28][C:27]([F:30])=[CH:26][CH:25]=1. The catalyst is CO.C1COCC1.CCOC(C)=O. The product is [Br:3][C:4]1[C:12]2[C:7](=[N:8][CH:9]=[C:10]([C:13]3[CH:14]=[C:15]([CH:20]=[CH:21][C:22]=3[CH3:23])[C:16]([OH:18])=[O:17])[CH:11]=2)[O:6][C:5]=1[C:24]1[CH:25]=[CH:26][C:27]([F:30])=[CH:28][CH:29]=1. The yield is 0.970. (3) The reactants are [Br:1][C:2]1[C:3]([CH3:28])=[C:4]([C:15]([NH:18][S:19]([C:22]2[CH:27]=[CH:26][CH:25]=[CH:24][N:23]=2)(=[O:21])=[O:20])=[CH:16][CH:17]=1)[C:5]([O:7]CC1C=CC=CC=1)=[O:6]. The catalyst is CO.[Pd]. The product is [Br:1][C:2]1[C:3]([CH3:28])=[C:4]([C:15]([NH:18][S:19]([C:22]2[CH:27]=[CH:26][CH:25]=[CH:24][N:23]=2)(=[O:21])=[O:20])=[CH:16][CH:17]=1)[C:5]([OH:7])=[O:6]. The yield is 0.0640. (4) The reactants are Cl[C:2](Cl)([O:4]C(=O)OC(Cl)(Cl)Cl)Cl.[C:13]([NH2:17])([CH3:16])([CH3:15])[CH3:14].C(N(CC)CC)C.FC(F)(F)C(O)=O.[Cl:32][C:33]1[CH:34]=[C:35]([S:39]([N:42]2[CH2:58][CH2:57][C:45]3([N:49]=[C:48]([CH:50]4[CH2:55][CH2:54][CH2:53][NH:52][CH2:51]4)[NH:47][C:46]3=[O:56])[CH2:44][CH2:43]2)(=[O:41])=[O:40])[CH:36]=[CH:37][CH:38]=1. The catalyst is C(Cl)Cl. The product is [C:13]([NH:17][C:2]([N:52]1[CH2:53][CH2:54][CH2:55][CH:50]([C:48]2[NH:47][C:46](=[O:56])[C:45]3([CH2:57][CH2:58][N:42]([S:39]([C:35]4[CH:36]=[CH:37][CH:38]=[C:33]([Cl:32])[CH:34]=4)(=[O:41])=[O:40])[CH2:43][CH2:44]3)[N:49]=2)[CH2:51]1)=[O:4])([CH3:16])([CH3:15])[CH3:14]. The yield is 0.250. (5) The reactants are [CH2:1]([O:3][C:4](=[O:22])[CH2:5][NH:6][CH2:7][CH2:8][NH:9][S:10]([C:13]1[S:14][C:15]2[CH:21]=[CH:20][CH:19]=[CH:18][C:16]=2[N:17]=1)(=[O:12])=[O:11])[CH3:2].[CH3:23][S:24][CH2:25][CH2:26][O:27][C:28]([NH:30][C:31]1[CH:36]=[CH:35][N:34]([CH2:37][C:38](O)=[O:39])[C:33](=[O:41])[N:32]=1)=[O:29]. No catalyst specified. The product is [CH2:1]([O:3][C:4](=[O:22])[CH2:5][N:6]([CH2:7][CH2:8][NH:9][S:10]([C:13]1[S:14][C:15]2[CH:21]=[CH:20][CH:19]=[CH:18][C:16]=2[N:17]=1)(=[O:12])=[O:11])[C:38](=[O:39])[CH2:37][N:34]1[CH:35]=[CH:36][C:31]([NH:30][C:28]([O:27][CH2:26][CH2:25][S:24][CH3:23])=[O:29])=[N:32][C:33]1=[O:41])[CH3:2]. The yield is 0.850. (6) The reactants are Br[C:2]1[C:3]([O:12][CH3:13])=[CH:4][C:5]([O:10][CH3:11])=[C:6]([CH:9]=1)[CH:7]=[O:8].[S:14]1[CH:18]=[CH:17][CH:16]=[C:15]1B(O)O.C(=O)([O-])[O-].[Na+].[Na+].O. The catalyst is COCCOC.[Pd].C1(P(C2C=CC=CC=2)C2C=CC=CC=2)C=CC=CC=1.C1(P(C2C=CC=CC=2)C2C=CC=CC=2)C=CC=CC=1.C1(P(C2C=CC=CC=2)C2C=CC=CC=2)C=CC=CC=1.C1(P(C2C=CC=CC=2)C2C=CC=CC=2)C=CC=CC=1. The product is [CH3:11][O:10][C:5]1[CH:4]=[C:3]([O:12][CH3:13])[C:2]([C:15]2[S:14][CH:18]=[CH:17][CH:16]=2)=[CH:9][C:6]=1[CH:7]=[O:8]. The yield is 0.910. (7) The reactants are [CH3:1][N:2]1[CH2:7][CH2:6][N:5]([C:8]2[CH:13]=[CH:12][C:11]3[N:14]=[C:15]([C:17]4[CH:22]=[CH:21][C:20]5[NH:23][C:24]([NH:32][C:19]=5[CH:18]=4)=[C:25]4[CH:31]=[CH:30][C:28](=[O:29])[CH:27]=[CH:26]4)[NH:16][C:10]=3[CH:9]=2)[CH2:4][CH2:3]1.I[CH2:34][CH2:35][CH2:36][CH2:37][CH2:38][CH2:39][O:40][C:41]1[C:50]2[C:45](=[CH:46][CH:47]=[CH:48][CH:49]=2)[C:44](=[O:51])[C:43](=[O:52])[CH:42]=1. The catalyst is CO.CN(C=O)C.O. The product is [O:51]=[C:44]1[C:45]2[C:50](=[CH:49][CH:48]=[CH:47][CH:46]=2)[C:41]([O:40][CH2:39][CH2:38][CH2:37][CH2:36][CH2:35][CH2:34][O:29][C:28]2[CH:30]=[CH:31][C:25]([C:24]3[NH:23][C:20]4[CH:21]=[CH:22][C:17]([C:15]5[NH:14][C:11]6[CH:12]=[CH:13][C:8]([N:5]7[CH2:6][CH2:7][N:2]([CH3:1])[CH2:3][CH2:4]7)=[CH:9][C:10]=6[N:16]=5)=[CH:18][C:19]=4[N:32]=3)=[CH:26][CH:27]=2)=[CH:42][C:43]1=[O:52]. The yield is 0.300. (8) The reactants are Br[C:2]1[C:10]2[C:9]([NH2:11])=[N:8][CH:7]=[N:6][C:5]=2[N:4]([CH3:12])[CH:3]=1.[F:13][C:14]1[C:22](B2OC(C)(C)C(C)(C)O2)=[CH:21][CH:20]=[C:19]2[C:15]=1[CH2:16][CH2:17][N:18]2[C:32]([O:34][C:35]([CH3:38])([CH3:37])[CH3:36])=[O:33].P([O-])([O-])([O-])=O.[K+].[K+].[K+]. The catalyst is O1CCOCC1.O.C1C=CC(/C=C/C(/C=C/C2C=CC=CC=2)=O)=CC=1.C1C=CC(/C=C/C(/C=C/C2C=CC=CC=2)=O)=CC=1.C1C=CC(/C=C/C(/C=C/C2C=CC=CC=2)=O)=CC=1.[Pd].[Pd]. The product is [NH2:11][C:9]1[C:10]2[C:2]([C:22]3[C:14]([F:13])=[C:15]4[C:19](=[CH:20][CH:21]=3)[N:18]([C:32]([O:34][C:35]([CH3:37])([CH3:36])[CH3:38])=[O:33])[CH2:17][CH2:16]4)=[CH:3][N:4]([CH3:12])[C:5]=2[N:6]=[CH:7][N:8]=1. The yield is 0.633.